From a dataset of Catalyst prediction with 721,799 reactions and 888 catalyst types from USPTO. Predict which catalyst facilitates the given reaction. Reactant: [Cl-].[Cl-].[Cl-].[Al+3].[N-:5]=[N+:6]=[N-:7].[Na+].[F:9][CH:10]([F:21])[C:11]1[C:12]([CH3:20])=[C:13]([N:17]=[C:18]=[O:19])[CH:14]=[CH:15][CH:16]=1.N([O-])=O.[Na+].Cl. Product: [CH3:20][C:12]1[C:11]([CH:10]([F:21])[F:9])=[CH:16][CH:15]=[CH:14][C:13]=1[N:17]1[C:18](=[O:19])[NH:7][N:6]=[N:5]1. The catalyst class is: 145.